This data is from Catalyst prediction with 721,799 reactions and 888 catalyst types from USPTO. The task is: Predict which catalyst facilitates the given reaction. (1) Reactant: [C:1]([O:5][C:6]([N:8]([CH3:48])[C@H:9]([C:13]([NH:15][C@H:16]([C:20]([N:22]([C@@H:24]([C@@H:44]([CH3:47])[CH2:45][CH3:46])[C@H:25]([O:42][CH3:43])[CH2:26][C:27]([N:29]1[CH2:33][CH2:32][CH2:31][C@H:30]1[C@H:34]([O:40][CH3:41])[C@H:35]([C:37]([OH:39])=O)[CH3:36])=[O:28])[CH3:23])=[O:21])[CH:17]([CH3:19])[CH3:18])=[O:14])[CH:10]([CH3:12])[CH3:11])=[O:7])([CH3:4])([CH3:3])[CH3:2].CN(C(ON1N=NC2C=CC=NC1=2)=[N+](C)C)C.F[P-](F)(F)(F)(F)F.CCN(C(C)C)C(C)C.FC(F)(F)C(O)=O.[NH2:89][C@@H:90]([CH2:103][C:104]1[CH:109]=[CH:108][CH:107]=[CH:106][CH:105]=1)[CH2:91][CH2:92][C:93]1[CH:98]=[CH:97][C:96]([S:99]([OH:102])(=[O:101])=[O:100])=[CH:95][CH:94]=1. Product: [C:1]([O:5][C:6]([N:8]([CH3:48])[C@H:9]([C:13]([NH:15][C@H:16]([C:20]([N:22]([C@@H:24]([C@@H:44]([CH3:47])[CH2:45][CH3:46])[C@H:25]([O:42][CH3:43])[CH2:26][C:27]([N:29]1[CH2:33][CH2:32][CH2:31][C@H:30]1[C@H:34]([O:40][CH3:41])[C@@H:35]([CH3:36])[C:37](=[O:39])[NH:89][C@H:90]([CH2:91][CH2:92][C:93]1[CH:94]=[CH:95][C:96]([S:99]([OH:102])(=[O:100])=[O:101])=[CH:97][CH:98]=1)[CH2:103][C:104]1[CH:105]=[CH:106][CH:107]=[CH:108][CH:109]=1)=[O:28])[CH3:23])=[O:21])[CH:17]([CH3:18])[CH3:19])=[O:14])[CH:10]([CH3:12])[CH3:11])=[O:7])([CH3:2])([CH3:4])[CH3:3]. The catalyst class is: 3. (2) Reactant: [C:1]([O:5][C:6]([N:8]1[CH2:14][CH2:13][CH:12]([NH:15][C:16]([C:18]2[S:19][C:20]3[C:26]([N:27]4[CH2:32][CH2:31][O:30][CH2:29][CH2:28]4)=[CH:25][CH:24]=[C:23]([O:33][CH3:34])[C:21]=3[N:22]=2)=[O:17])[CH:11]([OH:35])[CH2:10][CH2:9]1)=[O:7])([CH3:4])([CH3:3])[CH3:2].C(N(CC)CC)C. Product: [C:1]([O:5][C:6]([N:8]1[CH2:9][CH2:10][C:11](=[O:35])[CH:12]([NH:15][C:16]([C:18]2[S:19][C:20]3[C:26]([N:27]4[CH2:32][CH2:31][O:30][CH2:29][CH2:28]4)=[CH:25][CH:24]=[C:23]([O:33][CH3:34])[C:21]=3[N:22]=2)=[O:17])[CH2:13][CH2:14]1)=[O:7])([CH3:4])([CH3:3])[CH3:2]. The catalyst class is: 16. (3) Reactant: [CH3:1][C:2]1[N:3]=[C:4]([NH:7][C:8]2[CH:13]=[C:12]([S:14][C:15]3[CH:16]=[C:17]([CH:21]=[CH:22][CH:23]=3)[C:18]([OH:20])=O)[CH:11]=[CH:10][N:9]=2)[S:5][CH:6]=1.C(N(CC)CC)C.C([Cl:36])(=O)OCC.[CH3:37][N:38]([CH3:42])[CH2:39][CH2:40][NH2:41].[ClH:43]. Product: [ClH:36].[ClH:43].[CH3:37][N:38]([CH3:42])[CH2:39][CH2:40][NH:41][C:18](=[O:20])[C:17]1[CH:21]=[CH:22][CH:23]=[C:15]([S:14][C:12]2[CH:11]=[CH:10][N:9]=[C:8]([NH:7][C:4]3[S:5][CH:6]=[C:2]([CH3:1])[N:3]=3)[CH:13]=2)[CH:16]=1. The catalyst class is: 168. (4) Reactant: [OH:1][CH2:2][C@H:3]1[NH:7][C:6](=[O:8])[CH2:5][CH2:4]1.[CH2:9]1[CH2:14][O:13][CH:12]=[CH:11][CH2:10]1.CC1C=CC(S([O-])(=O)=O)=CC=1.C1C=C[NH+]=CC=1. Product: [O:13]1[CH2:14][CH2:9][CH2:10][CH2:11][CH:12]1[O:1][CH2:2][C@H:3]1[NH:7][C:6](=[O:8])[CH2:5][CH2:4]1. The catalyst class is: 4. (5) Reactant: C(O)C.C([Cl:7])(=O)C.[CH2:8]([O:10][C:11]([C@@:13]1([NH:18][C:19]([C@@H:21]2[CH2:25][C@@H:24]([O:26][C:27](=[O:37])[C:28]3[CH:33]=[CH:32][C:31]([N+:34]([O-:36])=[O:35])=[CH:30][CH:29]=3)[CH2:23][N:22]2C(OC(C)(C)C)=O)=[O:20])[CH2:15][C@H:14]1[CH:16]=[CH2:17])=[O:12])[CH3:9]. Product: [Cl-:7].[CH2:8]([O:10][C:11]([C@@:13]1([NH:18][C:19]([C@@H:21]2[CH2:25][C@@H:24]([O:26][C:27](=[O:37])[C:28]3[CH:29]=[CH:30][C:31]([N+:34]([O-:36])=[O:35])=[CH:32][CH:33]=3)[CH2:23][NH2+:22]2)=[O:20])[CH2:15][C@H:14]1[CH:16]=[CH2:17])=[O:12])[CH3:9]. The catalyst class is: 25. (6) Reactant: [F:1][C:2]([F:23])([F:22])[S:3]([NH:6][C:7]1[CH:8]=[C:9]([C:16]2[CH:21]=[CH:20][CH:19]=[CH:18][CH:17]=2)[CH:10]=[C:11]([N+:13]([O-])=O)[CH:12]=1)(=[O:5])=[O:4].[H][H].[CH3:26][O:27][C:28]1[N:33]=[C:32]([O:34][CH3:35])[C:31]([C:36]2[CH:45]=[C:44]3[C:39]([C:40](Cl)=[C:41]([C:46]([NH2:48])=[O:47])[CH:42]=[N:43]3)=[CH:38][CH:37]=2)=[CH:30][N:29]=1.[C:50]([OH:53])(=[O:52])C. Product: [F:1][C:2]([F:23])([F:22])[C:50]([OH:53])=[O:52].[CH3:26][O:27][C:28]1[N:33]=[C:32]([O:34][CH3:35])[C:31]([C:36]2[CH:45]=[C:44]3[C:39]([C:40]([NH:13][C:11]4[CH:10]=[C:9]([C:16]5[CH:21]=[CH:20][CH:19]=[CH:18][CH:17]=5)[CH:8]=[C:7]([NH:6][S:3]([C:2]([F:23])([F:22])[F:1])(=[O:5])=[O:4])[CH:12]=4)=[C:41]([C:46]([NH2:48])=[O:47])[CH:42]=[N:43]3)=[CH:38][CH:37]=2)=[CH:30][N:29]=1. The catalyst class is: 45.